From a dataset of Peptide-MHC class II binding affinity with 134,281 pairs from IEDB. Regression. Given a peptide amino acid sequence and an MHC pseudo amino acid sequence, predict their binding affinity value. This is MHC class II binding data. (1) The peptide sequence is LIEDYFEALSLQLSG. The MHC is DRB1_0401 with pseudo-sequence DRB1_0401. The binding affinity (normalized) is 0.779. (2) The peptide sequence is YSDRGWGNGCGLFGK. The MHC is DRB5_0101 with pseudo-sequence DRB5_0101. The binding affinity (normalized) is 0.270. (3) The peptide sequence is ATPPPPPPPQLGASP. The MHC is HLA-DPA10103-DPB10401 with pseudo-sequence HLA-DPA10103-DPB10401. The binding affinity (normalized) is 0. (4) The peptide sequence is FAEYKSDYVYEPFPK. The MHC is DRB1_1501 with pseudo-sequence DRB1_1501. The binding affinity (normalized) is 0.663.